This data is from Reaction yield outcomes from USPTO patents with 853,638 reactions. The task is: Predict the reaction yield, written as a fraction of the theoretical maximum amount of product (1.0 means a 100% yield; for example, 0.34 means a 34% yield). (1) The reactants are [H-].[Na+].[CH2:3]([O:10][C:11]1[CH:20]=[C:19]2[C:14]([C:15](=[O:21])[NH:16][CH:17]=[N:18]2)=[CH:13][C:12]=1[O:22][CH3:23])[C:4]1[CH:9]=[CH:8][CH:7]=[CH:6][CH:5]=1.[C:24]([O:30][CH2:31]Cl)(=[O:29])[C:25]([CH3:28])([CH3:27])[CH3:26].Cl. The catalyst is CN(C=O)C.C(OCC)(=O)C. The product is [CH2:3]([O:10][C:11]1[CH:20]=[C:19]2[C:14]([C:15](=[O:21])[N:16]([CH2:31][O:30][C:24](=[O:29])[C:25]([CH3:28])([CH3:27])[CH3:26])[CH:17]=[N:18]2)=[CH:13][C:12]=1[O:22][CH3:23])[C:4]1[CH:5]=[CH:6][CH:7]=[CH:8][CH:9]=1. The yield is 0.840. (2) The reactants are C(OC([N:8]1[C:12]2[CH:13]=[CH:14][CH:15]=[CH:16][C:11]=2[N:10]=[C:9]1[CH2:17][N:18]([CH2:29][C:30]1([CH2:33][CH2:34][N:35]2C(=O)C3C(=CC=CC=3)C2=O)[CH2:32][CH2:31]1)[CH:19]1[C:28]2[N:27]=[CH:26][CH:25]=[CH:24][C:23]=2[CH2:22][CH2:21][CH2:20]1)=O)(C)(C)C.O.NN. The catalyst is C(O)C. The product is [NH2:35][CH2:34][CH2:33][C:30]1([CH2:29][N:18]([CH2:17][C:9]2[NH:8][C:12]3[CH:13]=[CH:14][CH:15]=[CH:16][C:11]=3[N:10]=2)[CH:19]2[C:28]3[N:27]=[CH:26][CH:25]=[CH:24][C:23]=3[CH2:22][CH2:21][CH2:20]2)[CH2:32][CH2:31]1. The yield is 0.500. (3) The reactants are [CH:1]1[C:10]2[C:5](=[CH:6][CH:7]=[CH:8][CH:9]=2)[CH:4]=[C:3]([C:11]2[NH:15][C:14]3[CH:16]=[CH:17][CH:18]=[C:19]([C:20](O)=[O:21])[C:13]=3[N:12]=2)[N:2]=1.CN(C(ON1N=NC2C=CC=CC1=2)=[N+](C)C)C.F[P-](F)(F)(F)(F)F.[C:47]1([C:53]2[N:54]=[C:55]([NH2:58])[NH:56][CH:57]=2)[CH:52]=[CH:51][CH:50]=[CH:49][CH:48]=1. No catalyst specified. The product is [C:47]1([C:53]2[N:54]=[C:55]([NH:58][C:20]([C:19]3[C:13]4[N:12]=[C:11]([C:3]5[N:2]=[CH:1][C:10]6[C:5]([CH:4]=5)=[CH:6][CH:7]=[CH:8][CH:9]=6)[NH:15][C:14]=4[CH:16]=[CH:17][CH:18]=3)=[O:21])[NH:56][CH:57]=2)[CH:48]=[CH:49][CH:50]=[CH:51][CH:52]=1. The yield is 0.175. (4) The yield is 0.850. The reactants are [CH3:1][C:2]1([CH3:33])[CH2:7][N:6](S(C2C=CC=CC=2[N+]([O-])=O)(=O)=O)[CH2:5][C:4]2[CH:20]=[C:21]([C:23]([NH:25][O:26][CH:27]3[CH2:32][CH2:31][CH2:30][CH2:29][O:28]3)=[O:24])[S:22][C:3]1=2.C(=O)([O-])[O-].[Cs+].[Cs+].C1(S)C=CC=CC=1. The catalyst is C(#N)C. The product is [CH3:1][C:2]1([CH3:33])[CH2:7][NH:6][CH2:5][C:4]2[CH:20]=[C:21]([C:23]([NH:25][O:26][CH:27]3[CH2:32][CH2:31][CH2:30][CH2:29][O:28]3)=[O:24])[S:22][C:3]1=2. (5) The reactants are [CH3:1][O:2][C:3]1[CH:4]=[C:5]2[C:9](=[CH:10][C:11]=1[O:12][CH3:13])[CH2:8][C:7]([C:14]([O:16]C)=[O:15])=[CH:6]2.[OH-].[Na+]. The catalyst is C1COCC1.CO. The product is [CH3:13][O:12][C:11]1[CH:10]=[C:9]2[C:5](=[CH:4][C:3]=1[O:2][CH3:1])[CH2:6][C:7]([C:14]([OH:16])=[O:15])=[CH:8]2. The yield is 0.480. (6) The reactants are F[C:2]1[CH:7]=[C:6]([CH3:8])[CH:5]=[CH:4][C:3]=1[N+:9]([O-:11])=[O:10].[OH:12][C:13]1[C:14]([O:21][CH3:22])=[C:15]([CH:18]=[CH:19][CH:20]=1)[CH:16]=[O:17].C(=O)([O-])[O-].[Cs+].[Cs+].[OH-].[Na+]. The catalyst is CN(C=O)C. The product is [CH3:22][O:21][C:14]1[C:13]([O:12][C:2]2[CH:7]=[C:6]([CH3:8])[CH:5]=[CH:4][C:3]=2[N+:9]([O-:11])=[O:10])=[CH:20][CH:19]=[CH:18][C:15]=1[CH:16]=[O:17]. The yield is 0.770. (7) The reactants are [C:1]([C:4]1[CH:13]=[CH:12][C:7]([C:8]([O:10][CH3:11])=[O:9])=[CH:6][CH:5]=1)(=[O:3])[CH3:2].[Br:14]Br. The catalyst is CC(O)=O. The product is [Br:14][CH2:2][C:1]([C:4]1[CH:13]=[CH:12][C:7]([C:8]([O:10][CH3:11])=[O:9])=[CH:6][CH:5]=1)=[O:3]. The yield is 0.820. (8) The yield is 0.820. The catalyst is N1C=CC=CC=1.[NH4+].[OH-].C1COCC1.C(OCC)(=O)C. The product is [OH:19][CH:5]1[CH:4]([NH:1][C:34](=[O:35])[O:33][C:30]([CH3:32])([CH3:31])[CH3:29])[CH:9]=[C:8]([C:10]2[CH:15]=[CH:14][N:13]=[CH:12][C:11]=2[N+:16]([O-:18])=[O:17])[CH2:7][CH2:6]1. The reactants are [N:1]([CH:4]1[CH:9]=[C:8]([C:10]2[CH:15]=[CH:14][N:13]=[CH:12][C:11]=2[N+:16]([O-:18])=[O:17])[CH2:7][CH2:6][CH:5]1[OH:19])=[N+]=[N-].CP(C)C.C(=O)(O)[O-].[Na+].[CH3:29][C:30]([O:33][C:34](O[C:34]([O:33][C:30]([CH3:32])([CH3:31])[CH3:29])=[O:35])=[O:35])([CH3:32])[CH3:31]. (9) The reactants are [N:1]1[CH:6]=[CH:5][CH:4]=[CH:3][C:2]=1[CH2:7][N:8]1[C:16]2[C:11](=[CH:12][CH:13]=[CH:14][CH:15]=2)[C:10]([C:17]([OH:19])=O)=[N:9]1.[NH2:20][C@H:21]([C:26]([NH2:28])=[O:27])[C:22]([CH3:25])([CH3:24])[CH3:23].CCN=C=NCCCN(C)C.Cl.C1C=CC2N(O)N=NC=2C=1.C(N(CC)C(C)C)(C)C. The catalyst is CN(C=O)C.O. The product is [NH2:28][C:26]([C@@H:21]([NH:20][C:17]([C:10]1[C:11]2[C:16](=[CH:15][CH:14]=[CH:13][CH:12]=2)[N:8]([CH2:7][C:2]2[CH:3]=[CH:4][CH:5]=[CH:6][N:1]=2)[N:9]=1)=[O:19])[C:22]([CH3:25])([CH3:24])[CH3:23])=[O:27]. The yield is 0.730. (10) The reactants are [CH2:1]([C:3]1[C:8](=[O:9])[NH:7][C:6]([CH3:10])=[C:5]([C:11]2[S:15][C:14]([S:16](Cl)(=[O:18])=[O:17])=[CH:13][CH:12]=2)[CH:4]=1)[CH3:2].[O:20]1[CH:24]=[CH:23][CH:22]=[C:21]1[CH2:25][NH:26][CH3:27]. No catalyst specified. The product is [O:20]1[CH:24]=[CH:23][CH:22]=[C:21]1[CH2:25][N:26]([CH3:27])[S:16]([C:14]1[S:15][C:11]([C:5]2[CH:4]=[C:3]([CH2:1][CH3:2])[C:8](=[O:9])[NH:7][C:6]=2[CH3:10])=[CH:12][CH:13]=1)(=[O:18])=[O:17]. The yield is 0.780.